Dataset: Reaction yield outcomes from USPTO patents with 853,638 reactions. Task: Predict the reaction yield, written as a fraction of the theoretical maximum amount of product (1.0 means a 100% yield; for example, 0.34 means a 34% yield). (1) The reactants are [Br:1][C:2]1[CH:7]=[CH:6][C:5]([SH:8])=[CH:4][CH:3]=1.C(=O)([O-])[O-].[K+].[K+].Br[CH2:16][CH:17]([O:20][CH3:21])[O:18][CH3:19]. The catalyst is CC(C)=O. The product is [Br:1][C:2]1[CH:7]=[CH:6][C:5]([S:8][CH2:16][CH:17]([O:20][CH3:21])[O:18][CH3:19])=[CH:4][CH:3]=1. The yield is 0.870. (2) The reactants are [F:1][C:2]([F:7])([F:6])[C:3]([OH:5])=[O:4].[F:8][C:9]([F:14])([F:13])[C:10]([OH:12])=[O:11].F[C:16](F)(F)[C:17](O)=[O:18].[Cl:22][C:23]1[CH:24]=[N:25][C:26]2[NH:27][C:28]3[CH:29]=[N:30][CH:31]=[C:32]([CH:53]=3)[CH2:33][CH2:34][C:35]3[CH:43]=[C:39]([NH:40][C:41]=1[N:42]=2)[CH:38]=[CH:37][C:36]=3[O:44][CH2:45][CH2:46][CH:47]1[CH2:52][CH2:51][NH:50][CH2:49][CH2:48]1.C(Cl)(=O)C. No catalyst specified. The product is [F:1][C:2]([F:7])([F:6])[C:3]([OH:5])=[O:4].[F:8][C:9]([F:14])([F:13])[C:10]([OH:12])=[O:11].[C:17]([N:50]1[CH2:49][CH2:48][CH:47]([CH2:46][CH2:45][O:44][C:36]2[CH:37]=[CH:38][C:39]3[NH:40][C:41]4[N:42]=[C:26]([NH:27][C:28]5[CH:29]=[N:30][CH:31]=[C:32]([CH:53]=5)[CH2:33][CH2:34][C:35]=2[CH:43]=3)[N:25]=[CH:24][C:23]=4[Cl:22])[CH2:52][CH2:51]1)(=[O:18])[CH3:16]. The yield is 0.660. (3) The reactants are [CH:1]([C:3]1[S:7][C:6]2[CH:8]=[C:9]([O:12][CH3:13])[CH:10]=[CH:11][C:5]=2[C:4]=1[O:14][C:15]1[CH:20]=[CH:19][C:18](/[CH:21]=[CH:22]/[C:23]([O:25][CH3:26])=[O:24])=[CH:17][CH:16]=1)=[O:2].[N+:27]([CH:29](S(C1C=CC(C)=CC=1)(=O)=O)[CH:30]([CH3:32])[CH3:31])#[C-:28].C[O-].[Na+]. The catalyst is CO. The product is [CH:30]([C:29]1[N:27]=[CH:28][O:2][C:1]=1[C:3]1[S:7][C:6]2[CH:8]=[C:9]([O:12][CH3:13])[CH:10]=[CH:11][C:5]=2[C:4]=1[O:14][C:15]1[CH:20]=[CH:19][C:18](/[CH:21]=[CH:22]/[C:23]([O:25][CH3:26])=[O:24])=[CH:17][CH:16]=1)([CH3:32])[CH3:31]. The yield is 0.270. (4) The reactants are [CH2:1]([N:8](CC)[C:9]1[N:13]([C:14]2[N:22]=[C:21]3[C:17]([N:18]=[C:19]([CH2:24][N:25]4[CH2:30][CH2:29][CH:28]([C:31]([OH:34])([CH3:33])[CH3:32])[CH2:27][CH2:26]4)[N:20]3[CH3:23])=[C:16]([N:35]3[CH2:40][CH2:39][O:38][CH2:37][CH2:36]3)[N:15]=2)[C:12]2[CH:41]=[CH:42][CH:43]=[CH:44][C:11]=2[N:10]=1)[C:2]1C=CC=CC=1.C(O)(=O)C. The catalyst is [Pd].C(O)C. The product is [CH2:1]([NH:8][C:9]1[N:13]([C:14]2[N:22]=[C:21]3[C:17]([N:18]=[C:19]([CH2:24][N:25]4[CH2:26][CH2:27][CH:28]([C:31]([OH:34])([CH3:33])[CH3:32])[CH2:29][CH2:30]4)[N:20]3[CH3:23])=[C:16]([N:35]3[CH2:40][CH2:39][O:38][CH2:37][CH2:36]3)[N:15]=2)[C:12]2[CH:41]=[CH:42][CH:43]=[CH:44][C:11]=2[N:10]=1)[CH3:2]. The yield is 0.170. (5) The reactants are [CH2:1]([N:3]1[C:8]2[N:9]=[C:10]([S:13][CH3:14])[N:11]=[CH:12][C:7]=2[CH:6]=[C:5]([C:15]2[CH:20]=[CH:19][CH:18]=[CH:17][CH:16]=2)[C:4]1=[O:21])[CH3:2].ClC1C=CC=C(C(OO)=[O:30])C=1. The catalyst is ClCCl. The product is [CH2:1]([N:3]1[C:8]2[N:9]=[C:10]([S:13]([CH3:14])=[O:30])[N:11]=[CH:12][C:7]=2[CH:6]=[C:5]([C:15]2[CH:16]=[CH:17][CH:18]=[CH:19][CH:20]=2)[C:4]1=[O:21])[CH3:2]. The yield is 0.880. (6) The reactants are C(OC([N:8]([CH2:25][C@H:26]1[CH2:35][CH2:34][C:33]2[C:28](=[CH:29][CH:30]=[C:31]([C:36]3[CH:37]=[C:38]([CH:42]=[CH:43][CH:44]=3)[C:39](O)=[O:40])[CH:32]=2)[O:27]1)[CH2:9][C@H:10]([O:17][Si](C(C)(C)C)(C)C)[C:11]1[CH:12]=[N:13][CH:14]=[CH:15][CH:16]=1)=O)(C)(C)C.CN(C1C=CC=CN=1)C.[CH3:54][S:55]([NH2:58])(=[O:57])=[O:56].Cl. The catalyst is C(Cl)Cl.O1CCOCC1. The product is [OH:17][C@H:10]([C:11]1[CH:12]=[N:13][CH:14]=[CH:15][CH:16]=1)[CH2:9][NH:8][CH2:25][C@H:26]1[CH2:35][CH2:34][C:33]2[C:28](=[CH:29][CH:30]=[C:31]([C:36]3[CH:37]=[C:38]([CH:42]=[CH:43][CH:44]=3)[C:39]([NH:58][S:55]([CH3:54])(=[O:57])=[O:56])=[O:40])[CH:32]=2)[O:27]1. The yield is 0.620. (7) The reactants are [C:1]1([S:7]([N:10]2[C:18]3[C:13](=[CH:14][CH:15]=[CH:16][CH:17]=3)[C:12]([CH:19]=[O:20])=[C:11]2Cl)(=[O:9])=[O:8])[CH:6]=[CH:5][CH:4]=[CH:3][CH:2]=1.[NH:22]1[CH2:27][CH2:26][NH:25][CH2:24][CH2:23]1. No catalyst specified. The product is [C:1]1([S:7]([N:10]2[C:18]3[C:13](=[CH:14][CH:15]=[CH:16][CH:17]=3)[C:12]([CH:19]=[O:20])=[C:11]2[N:22]2[CH2:27][CH2:26][NH:25][CH2:24][CH2:23]2)(=[O:9])=[O:8])[CH:6]=[CH:5][CH:4]=[CH:3][CH:2]=1. The yield is 0.450. (8) The reactants are [CH3:1][C:2]1[CH:9]=[CH:8][C:5]([CH:6]=[CH2:7])=[CH:4][CH:3]=1. The catalyst is Cl[Ru](=C1N(C2C(C)=CC(C)=CC=2C)CCN1C1C(C)=CC(C)=CC=1C)(Cl)(=CC1C=CC=CC=1)[P](C1CCCCC1)(C1CCCCC1)C1CCCCC1. The product is [CH3:1][C:2]1[CH:9]=[CH:8][C:5](/[CH:6]=[CH:7]/[C:5]2[CH:8]=[CH:9][C:2]([CH3:1])=[CH:3][CH:4]=2)=[CH:4][CH:3]=1. The yield is 0.760. (9) The reactants are [Si]([O:8][C:9]1[CH:10]=[C:11]2[C:16](=[CH:17][CH:18]=1)[CH:15]=[C:14]([C:19]#[C:20][CH2:21][CH2:22][NH:23][C:24](=[O:33])[O:25][CH2:26][C:27]1[CH:32]=[CH:31][CH:30]=[CH:29][CH:28]=1)[CH:13]=[CH:12]2)(C(C)(C)C)(C)C.[F-].C([N+](CCCC)(CCCC)CCCC)CCC. The catalyst is C1COCC1. The product is [OH:8][C:9]1[CH:10]=[C:11]2[C:16](=[CH:17][CH:18]=1)[CH:15]=[C:14]([C:19]#[C:20][CH2:21][CH2:22][NH:23][C:24](=[O:33])[O:25][CH2:26][C:27]1[CH:28]=[CH:29][CH:30]=[CH:31][CH:32]=1)[CH:13]=[CH:12]2. The yield is 0.960.